Predict hERG channel inhibition at various concentrations. From a dataset of hERG Central: cardiac toxicity at 1µM, 10µM, and general inhibition. (1) The compound is COc1cc2c(cc1OC)C(c1cccs1)N(C(=O)c1ccncc1)CC2. Results: hERG_inhib (hERG inhibition (general)): blocker. (2) The drug is CC(=O)Nc1ccc(OCC(O)CN2CCN(c3ccc(Cl)cc3)CC2)cc1. Results: hERG_inhib (hERG inhibition (general)): blocker. (3) The drug is COc1ccc(OCC(O)CN(C2CCCCC2)C2CCCCC2)cc1.Cl. Results: hERG_inhib (hERG inhibition (general)): blocker. (4) The compound is Cn1c(-c2ccc(F)cc2)cnc1NCc1ccc(C#N)cc1. Results: hERG_inhib (hERG inhibition (general)): blocker. (5) The compound is O=C(COC(=O)c1ccc(Cl)c(S(=O)(=O)NCc2ccccc2)c1)NCC1CCCO1. Results: hERG_inhib (hERG inhibition (general)): blocker. (6) The compound is O=C(NC1CCN(Cc2ccc3ccccc3c2)CC1)c1ccccc1. Results: hERG_inhib (hERG inhibition (general)): blocker.